From a dataset of Retrosynthesis with 50K atom-mapped reactions and 10 reaction types from USPTO. Predict the reactants needed to synthesize the given product. Given the product CNCCCc1ccc(F)cc1, predict the reactants needed to synthesize it. The reactants are: CN(CCCc1ccc(F)cc1)C(=O)OC(C)(C)C.